This data is from Full USPTO retrosynthesis dataset with 1.9M reactions from patents (1976-2016). The task is: Predict the reactants needed to synthesize the given product. (1) The reactants are: [Cl:1][C:2]1[CH:7]=[CH:6][CH:5]=[C:4]([F:8])[C:3]=1[C:9]1[NH:10][C:11]2[C:16]([CH:17]=1)=[CH:15][C:14](B1OC(C)(C)C(C)(C)O1)=[CH:13][CH:12]=2.[CH:27]([C:30]1[S:34][C:33]([C:35]2[CH:36]=[N:37][CH:38]=[CH:39][CH:40]=2)=[N:32][C:31]=1OS(C(F)(F)F)(=O)=O)([CH3:29])[CH3:28].C(=O)([O-])[O-].[K+].[K+].O1CCOCC1. Given the product [Cl:1][C:2]1[CH:7]=[CH:6][CH:5]=[C:4]([F:8])[C:3]=1[C:9]1[NH:10][C:11]2[C:16]([CH:17]=1)=[CH:15][C:14]([C:31]1[N:32]=[C:33]([C:35]3[CH:36]=[N:37][CH:38]=[CH:39][CH:40]=3)[S:34][C:30]=1[CH:27]([CH3:29])[CH3:28])=[CH:13][CH:12]=2, predict the reactants needed to synthesize it. (2) Given the product [OH:1][C@@H:2]([CH2:17][N:18]1[CH2:23][CH2:22][O:21][CH2:20][CH2:19]1)[CH2:3][N:4]1[CH2:9][CH2:8][C:7]2[NH:10][C:11](/[CH:14]=[C:35]3\[C:36](=[O:41])[NH:37][C:38]4[C:34]\3=[CH:33][C:32]([C:29]3[CH:30]=[CH:31][C:26]([O:25][CH3:24])=[CH:27][CH:28]=3)=[CH:40][CH:39]=4)=[C:12]([CH3:13])[C:6]=2[C:5]1=[O:16], predict the reactants needed to synthesize it. The reactants are: [OH:1][C@@H:2]([CH2:17][N:18]1[CH2:23][CH2:22][O:21][CH2:20][CH2:19]1)[CH2:3][N:4]1[CH2:9][CH2:8][C:7]2[NH:10][C:11]([CH:14]=O)=[C:12]([CH3:13])[C:6]=2[C:5]1=[O:16].[CH3:24][O:25][C:26]1[CH:31]=[CH:30][C:29]([C:32]2[CH:33]=[C:34]3[C:38](=[CH:39][CH:40]=2)[NH:37][C:36](=[O:41])[CH2:35]3)=[CH:28][CH:27]=1.